This data is from Reaction yield outcomes from USPTO patents with 853,638 reactions. The task is: Predict the reaction yield, written as a fraction of the theoretical maximum amount of product (1.0 means a 100% yield; for example, 0.34 means a 34% yield). (1) The yield is 0.920. The reactants are Cl.[N+:2]([C:5]1[CH:6]=[C:7]([CH:10]=[CH:11][CH:12]=1)[CH2:8][NH2:9])([O-:4])=[O:3].[C:13](O[C:13]([C:15]([F:18])([F:17])[F:16])=[O:14])([C:15]([F:18])([F:17])[F:16])=[O:14]. The catalyst is C(Cl)Cl. The product is [F:16][C:15]([F:18])([F:17])[C:13]([NH:9][CH2:8][C:7]1[CH:10]=[CH:11][CH:12]=[C:5]([N+:2]([O-:4])=[O:3])[CH:6]=1)=[O:14]. (2) The reactants are [CH3:1][N:2]([CH3:6])[CH2:3][CH2:4][OH:5].CC(C)([O-])C.[Na+].[Br:13][C:14]1[CH:19]=[N:18][C:17](Br)=[CH:16][N:15]=1. The catalyst is C1COCC1.C(OCC)(=O)C. The product is [Br:13][C:14]1[N:15]=[CH:16][C:17]([O:5][CH2:4][CH2:3][N:2]([CH3:6])[CH3:1])=[N:18][CH:19]=1. The yield is 0.880. (3) The reactants are [OH:1][C:2]1[C:3]([CH3:17])=[C:4]2[C:9](=[C:10]([CH3:13])[C:11]=1[CH3:12])[O:8][C:7](=[O:14])[CH2:6][C:5]2([CH3:16])[CH3:15].CC(C)=[O:20].O.C1C(=O)N(Br)C(=O)C1. The catalyst is C(#N)C. The product is [CH3:15][C:5]([C:4]1[C:9](=[O:8])[C:10]([CH3:13])=[C:11]([CH3:12])[C:2](=[O:1])[C:3]=1[CH3:17])([CH3:16])[CH2:6][C:7]([OH:20])=[O:14]. The yield is 0.960. (4) The reactants are [CH3:1][O:2][C:3]1[N:8]=[CH:7][C:6]([NH:9][C:10]2[C:15]([C:16]3[N:21]=[C:20]([CH3:22])[N:19]=[C:18](SC)[N:17]=3)=[CH:14][N:13]=[C:12]([N:25]3[CH2:30][CH2:29][O:28][CH2:27][CH2:26]3)[N:11]=2)=[CH:5][CH:4]=1.[NH3:31]. The catalyst is O1CCOCC1. The product is [CH3:1][O:2][C:3]1[N:8]=[CH:7][C:6]([NH:9][C:10]2[C:15]([C:16]3[N:21]=[C:20]([CH3:22])[N:19]=[C:18]([NH2:31])[N:17]=3)=[CH:14][N:13]=[C:12]([N:25]3[CH2:30][CH2:29][O:28][CH2:27][CH2:26]3)[N:11]=2)=[CH:5][CH:4]=1. The yield is 0.698. (5) The reactants are [CH3:1][C@H:2]1[CH2:7][CH2:6][CH:5]([C:8]2[CH:13]=[CH:12][CH:11]=[CH:10][CH:9]=2)[S:4](=[O:15])(=[O:14])[N:3]1[CH2:16][C:17]1[CH:25]=[CH:24][C:20]([C:21]([OH:23])=O)=[CH:19][CH:18]=1.[O:26]1[CH2:31][CH2:30][CH:29]([NH2:32])[CH2:28][CH2:27]1.C(N(CC)CC)C.F[P-](F)(F)(F)(F)F.N1(OC(N(C)C)=[N+](C)C)C2N=CC=CC=2N=N1. The catalyst is CN(C)C=O. The product is [CH3:1][C@H:2]1[CH2:7][CH2:6][CH:5]([C:8]2[CH:9]=[CH:10][CH:11]=[CH:12][CH:13]=2)[S:4](=[O:15])(=[O:14])[N:3]1[CH2:16][C:17]1[CH:18]=[CH:19][C:20]([C:21]([NH:32][CH:29]2[CH2:30][CH2:31][O:26][CH2:27][CH2:28]2)=[O:23])=[CH:24][CH:25]=1. The yield is 0.720. (6) The reactants are [C:1]([C:3]1[CH:4]=[C:5]([CH:36]=[C:37]([CH3:39])[CH:38]=1)[C:6]([C:8]1[N:13]([CH2:14][C:15]2([CH2:18][C:19]([NH:21]CC3C=CC(OC)=CC=3)=[O:20])[CH2:17][CH2:16]2)[C:12](=[O:31])[NH:11][C:10](=[O:32])[C:9]=1[CH:33]([CH3:35])[CH3:34])=[O:7])#[N:2].O. The catalyst is C(#N)C.C(O)(=O)C.C(OCC)(=O)C. The product is [C:1]([C:3]1[CH:4]=[C:5]([CH:36]=[C:37]([CH3:39])[CH:38]=1)[C:6]([C:8]1[N:13]([CH2:14][C:15]2([CH2:18][C:19]([NH2:21])=[O:20])[CH2:16][CH2:17]2)[C:12](=[O:31])[NH:11][C:10](=[O:32])[C:9]=1[CH:33]([CH3:35])[CH3:34])=[O:7])#[N:2]. The yield is 0.780. (7) The reactants are [CH3:1][O:2][CH2:3][CH2:4][O:5][C:6]1[CH:7]=[C:8]2[C:12](=[CH:13][CH:14]=1)[N:11](C1CCCCO1)[N:10]=[C:9]2[CH2:21][N:22]([CH3:34])[CH2:23][CH2:24][N:25](C)[C:26](=O)OC(C)(C)C.O.CC#N.[F:39][C:40]([F:45])([F:44])[C:41]([OH:43])=[O:42]. The catalyst is ClCCl. The product is [F:39][C:40]([F:45])([F:44])[C:41]([OH:43])=[O:42].[CH3:1][O:2][CH2:3][CH2:4][O:5][C:6]1[CH:7]=[C:8]2[C:12](=[CH:13][CH:14]=1)[NH:11][N:10]=[C:9]2[CH2:21][N:22]([CH3:34])[CH2:23][CH2:24][NH:25][CH3:26]. The yield is 0.700. (8) The reactants are [C:1]([C:4]1[C:12]2[O:11][CH2:10][CH:9]([C:13]3[CH:18]=[CH:17][C:16]([CH:19]([CH3:21])[CH3:20])=[CH:15][CH:14]=3)[C:8]=2[C:7]([CH3:22])=[C:6]([NH:23][C:24]([NH:26][C:27]([CH3:30])([CH3:29])[CH3:28])=[O:25])[C:5]=1[CH3:31])(=[O:3])[CH3:2].[BH4-].[Na+]. The catalyst is CO.O. The product is [C:27]([NH:26][C:24]([NH:23][C:6]1[C:5]([CH3:31])=[C:4]([CH:1]([OH:3])[CH3:2])[C:12]2[O:11][CH2:10][CH:9]([C:13]3[CH:14]=[CH:15][C:16]([CH:19]([CH3:21])[CH3:20])=[CH:17][CH:18]=3)[C:8]=2[C:7]=1[CH3:22])=[O:25])([CH3:29])([CH3:28])[CH3:30]. The yield is 0.160.